Dataset: Reaction yield outcomes from USPTO patents with 853,638 reactions. Task: Predict the reaction yield, written as a fraction of the theoretical maximum amount of product (1.0 means a 100% yield; for example, 0.34 means a 34% yield). The reactants are [C:1]1([S:7]([N:10]2[C:14]3=[N:15][CH:16]=[C:17]([F:19])[CH:18]=[C:13]3[CH:12]=[C:11]2[C:20](=[O:28])[CH2:21][CH:22]2[CH2:27][CH2:26][O:25][CH2:24][CH2:23]2)(=[O:9])=[O:8])[CH:6]=[CH:5][CH:4]=[CH:3][CH:2]=1.C[Si]([N-][Si](C)(C)C)(C)C.[Li+].[C:39]1([CH3:59])[CH:44]=[CH:43][C:42]([S:45](O[S:45]([C:42]2[CH:43]=[CH:44][C:39]([CH3:59])=[CH:40][CH:41]=2)(=[O:47])=[O:46])(=[O:47])=[O:46])=[CH:41][CH:40]=1. The catalyst is O1CCCC1. The product is [C:1]1([S:7]([N:10]2[C:14]3=[N:15][CH:16]=[C:17]([F:19])[CH:18]=[C:13]3[CH:12]=[C:11]2[C:20]([O:28][S:45]([C:42]2[CH:43]=[CH:44][C:39]([CH3:59])=[CH:40][CH:41]=2)(=[O:47])=[O:46])=[CH:21][CH:22]2[CH2:23][CH2:24][O:25][CH2:26][CH2:27]2)(=[O:9])=[O:8])[CH:2]=[CH:3][CH:4]=[CH:5][CH:6]=1. The yield is 1.00.